This data is from Catalyst prediction with 721,799 reactions and 888 catalyst types from USPTO. The task is: Predict which catalyst facilitates the given reaction. Reactant: [CH3:1][C:2]1[CH:7]=[CH:6][C:5]([NH:8][C:9](=[O:11])[CH3:10])=[C:4]([N:12]2[CH2:17][CH2:16][CH:15]([NH:18][C:19]3[CH:24]=[CH:23][CH:22]=[CH:21][C:20]=3[N+:25]([O-])=O)[CH2:14][CH2:13]2)[CH:3]=1.[H][H]. Product: [NH2:25][C:20]1[CH:21]=[CH:22][CH:23]=[CH:24][C:19]=1[NH:18][CH:15]1[CH2:16][CH2:17][N:12]([C:4]2[CH:3]=[C:2]([CH3:1])[CH:7]=[CH:6][C:5]=2[NH:8][C:9](=[O:11])[CH3:10])[CH2:13][CH2:14]1. The catalyst class is: 19.